From a dataset of NCI-60 drug combinations with 297,098 pairs across 59 cell lines. Regression. Given two drug SMILES strings and cell line genomic features, predict the synergy score measuring deviation from expected non-interaction effect. (1) Drug 1: COCCOC1=C(C=C2C(=C1)C(=NC=N2)NC3=CC=CC(=C3)C#C)OCCOC. Drug 2: CCC1(C2=C(COC1=O)C(=O)N3CC4=CC5=C(C=CC(=C5CN(C)C)O)N=C4C3=C2)O. Cell line: NCIH23. Synergy scores: CSS=85.1, Synergy_ZIP=13.1, Synergy_Bliss=12.6, Synergy_Loewe=14.0, Synergy_HSA=17.5. (2) Cell line: SNB-19. Synergy scores: CSS=28.4, Synergy_ZIP=-5.76, Synergy_Bliss=-0.0126, Synergy_Loewe=-11.1, Synergy_HSA=-3.59. Drug 2: CC1=C2C(C(=O)C3(C(CC4C(C3C(C(C2(C)C)(CC1OC(=O)C(C(C5=CC=CC=C5)NC(=O)C6=CC=CC=C6)O)O)OC(=O)C7=CC=CC=C7)(CO4)OC(=O)C)O)C)OC(=O)C. Drug 1: C1C(C(OC1N2C=NC3=C(N=C(N=C32)Cl)N)CO)O. (3) Drug 1: CC1OCC2C(O1)C(C(C(O2)OC3C4COC(=O)C4C(C5=CC6=C(C=C35)OCO6)C7=CC(=C(C(=C7)OC)O)OC)O)O. Drug 2: CC1=CC=C(C=C1)C2=CC(=NN2C3=CC=C(C=C3)S(=O)(=O)N)C(F)(F)F. Cell line: MDA-MB-435. Synergy scores: CSS=17.4, Synergy_ZIP=-2.09, Synergy_Bliss=6.13, Synergy_Loewe=-3.43, Synergy_HSA=2.66. (4) Drug 1: CC1=C(C=C(C=C1)NC2=NC=CC(=N2)N(C)C3=CC4=NN(C(=C4C=C3)C)C)S(=O)(=O)N.Cl. Drug 2: CC1=C2C(C(=O)C3(C(CC4C(C3C(C(C2(C)C)(CC1OC(=O)C(C(C5=CC=CC=C5)NC(=O)C6=CC=CC=C6)O)O)OC(=O)C7=CC=CC=C7)(CO4)OC(=O)C)O)C)OC(=O)C. Cell line: MDA-MB-231. Synergy scores: CSS=45.9, Synergy_ZIP=8.80, Synergy_Bliss=9.16, Synergy_Loewe=-4.53, Synergy_HSA=11.3.